From a dataset of Catalyst prediction with 721,799 reactions and 888 catalyst types from USPTO. Predict which catalyst facilitates the given reaction. (1) Reactant: [CH3:1][C:2]1[N:7]=[C:6](/[C:8](=[N:10]/[O:11][CH2:12][C:13]#[C:14][C:15]2[N:20]=[C:19]([C:21](=[O:23])[CH3:22])[CH:18]=[CH:17][CH:16]=2)/[CH3:9])[CH:5]=[CH:4][CH:3]=1. Product: [CH3:1][C:2]1[N:7]=[C:6](/[C:8](=[N:10]/[O:11][CH2:12][CH2:13][CH2:14][C:15]2[N:20]=[C:19]([C:21](=[O:23])[CH3:22])[CH:18]=[CH:17][CH:16]=2)/[CH3:9])[CH:5]=[CH:4][CH:3]=1. The catalyst class is: 29. (2) Reactant: CO[C:3](=O)[NH:4][C:5]1[C:6]([Cl:16])=[N:7][C:8]([C:12]([F:15])([F:14])[F:13])=[CH:9][C:10]=1I.[CH:18]([Li])(CC)C.COC(=O)NC1C(Cl)=NC(C(F)(F)F)=CC=1.CN(C)CCN(C)C.II. Product: [Cl:16][C:6]1[N:7]=[C:8]([C:12]([F:15])([F:14])[F:13])[CH:9]=[C:10]2[CH:18]=[CH:3][NH:4][C:5]=12. The catalyst class is: 1. (3) Reactant: [F:1][C:2]([F:12])([F:11])[C:3](=[O:10])[CH:4]([CH3:9])[C:5]([NH:7]O)=[O:6].O. Product: [CH3:9][C:4]1[C:5]([OH:6])=[N:7][O:10][C:3]=1[C:2]([F:12])([F:11])[F:1]. The catalyst class is: 82. (4) Reactant: [NH:1]1[C:9]2[C:4](=[CH:5][CH:6]=[CH:7][CH:8]=2)[CH:3]=[CH:2]1.[C:10](OC)(=O)C(OC)=O.CC(C)([O-])C.[K+]. Product: [CH3:10][N:1]1[C:9]2[C:4](=[CH:5][CH:6]=[CH:7][CH:8]=2)[CH:3]=[CH:2]1. The catalyst class is: 18. (5) The catalyst class is: 508. Product: [CH3:12][O:13][C:14]([C:16]1[N:17]([C:2]2[CH:7]=[C:6]([CH3:8])[CH:5]=[CH:4][C:3]=2[N+:9]([O-:11])=[O:10])[CH:18]=[C:19]([C:21]2[CH:26]=[CH:25][CH:24]=[CH:23][CH:22]=2)[CH:20]=1)=[O:15]. Reactant: F[C:2]1[CH:7]=[C:6]([CH3:8])[CH:5]=[CH:4][C:3]=1[N+:9]([O-:11])=[O:10].[CH3:12][O:13][C:14]([C:16]1[NH:17][CH:18]=[C:19]([C:21]2[CH:26]=[CH:25][CH:24]=[CH:23][CH:22]=2)[CH:20]=1)=[O:15].C(=O)([O-])[O-].[Cs+].[Cs+]. (6) Reactant: [NH2:1][C:2]1[CH:7]=[CH:6][C:5]([CH2:8][C:9]([O:11][CH3:12])=[O:10])=[CH:4][CH:3]=1.[C:13](Cl)(=[O:22])[CH:14]=[CH:15][C:16]1[CH:21]=[CH:20][CH:19]=[CH:18][CH:17]=1. Product: [C:13]([NH:1][C:2]1[CH:3]=[CH:4][C:5]([CH2:8][C:9]([O:11][CH3:12])=[O:10])=[CH:6][CH:7]=1)(=[O:22])/[CH:14]=[CH:15]/[C:16]1[CH:21]=[CH:20][CH:19]=[CH:18][CH:17]=1. The catalyst class is: 272.